Dataset: hERG potassium channel inhibition data for cardiac toxicity prediction from Karim et al.. Task: Regression/Classification. Given a drug SMILES string, predict its toxicity properties. Task type varies by dataset: regression for continuous values (e.g., LD50, hERG inhibition percentage) or binary classification for toxic/non-toxic outcomes (e.g., AMES mutagenicity, cardiotoxicity, hepatotoxicity). Dataset: herg_karim. (1) The compound is CCc1c(C2CCN(CCCSc3ccc(F)cc3)CC2)c2ccc(F)cc2n1CC(=O)O. The result is 1 (blocker). (2) The molecule is Cc1cc2ncc(C(=O)N3CCC([C@@H](N)Cc4cc(F)c(F)cc4F)CC3)c(C)n2n1. The result is 0 (non-blocker).